From a dataset of Full USPTO retrosynthesis dataset with 1.9M reactions from patents (1976-2016). Predict the reactants needed to synthesize the given product. (1) Given the product [ClH:22].[C:1]([C:5]1[CH:10]=[CH:9][C:8]([N:11]2[C:19]3[C:14](=[CH:15][CH:16]=[CH:17][CH:18]=3)[C:13]([CH:20]=[O:21])=[C:12]2[NH:23][CH2:24][CH2:25][N:26]2[CH2:30][CH2:29][CH2:28][CH2:27]2)=[CH:7][CH:6]=1)([CH3:4])([CH3:3])[CH3:2], predict the reactants needed to synthesize it. The reactants are: [C:1]([C:5]1[CH:10]=[CH:9][C:8]([N:11]2[C:19]3[C:14](=[CH:15][CH:16]=[CH:17][CH:18]=3)[C:13]([CH:20]=[O:21])=[C:12]2[Cl:22])=[CH:7][CH:6]=1)([CH3:4])([CH3:3])[CH3:2].[NH2:23][CH2:24][CH2:25][N:26]1[CH2:30][CH2:29][CH2:28][CH2:27]1.Cl. (2) Given the product [CH3:28][O:27][C:24]1[CH:23]=[CH:22][C:21]([N:20]2[CH:16]=[CH:17][C:18]([C:29]([OH:31])=[O:30])=[N:19]2)=[CH:26][CH:25]=1, predict the reactants needed to synthesize it. The reactants are: [OH-].[Na+].NC(NCCOC1C=CC([C:16]2[N:20]([C:21]3[CH:26]=[CH:25][C:24]([O:27][CH3:28])=[CH:23][CH:22]=3)[N:19]=[C:18]([C:29]([O:31]CC)=[O:30])[CH:17]=2)=CC=1)=O.